This data is from Reaction yield outcomes from USPTO patents with 853,638 reactions. The task is: Predict the reaction yield, written as a fraction of the theoretical maximum amount of product (1.0 means a 100% yield; for example, 0.34 means a 34% yield). The reactants are [C:1]([N:4]([CH3:25])[C:5]1[CH:10]=[CH:9][CH:8]=[CH:7][C:6]=1[CH2:11][C:12]([NH:14][CH2:15][C@H:16]1[CH2:21][CH2:20][C@H:19]([C:22]([OH:24])=O)[CH2:18][CH2:17]1)=[O:13])([OH:3])=O.[N:26]1[CH:31]=[CH:30][CH:29]=[CH:28][C:27]=1[N:32]1[CH2:37][CH2:36][NH:35][CH2:34][CH2:33]1. The catalyst is O=S(Cl)Cl. The product is [CH3:25][N:4]1[C:5]2[CH:10]=[CH:9][CH:8]=[CH:7][C:6]=2[CH2:11][C:12](=[O:13])[N:14]([CH2:15][C@H:16]2[CH2:17][CH2:18][C@H:19]([C:22]([N:35]3[CH2:36][CH2:37][N:32]([C:27]4[CH:28]=[CH:29][CH:30]=[CH:31][N:26]=4)[CH2:33][CH2:34]3)=[O:24])[CH2:20][CH2:21]2)[C:1]1=[O:3]. The yield is 0.390.